This data is from Full USPTO retrosynthesis dataset with 1.9M reactions from patents (1976-2016). The task is: Predict the reactants needed to synthesize the given product. (1) Given the product [OH:24][C:7]1[CH:6]=[C:3]2[C:2](=[CH:9][CH:8]=1)[O:1][CH:13]([C:12]([F:22])([F:21])[F:11])[C:30]([C:29]([O:32][CH2:33][CH3:34])=[O:31])=[CH:4]2, predict the reactants needed to synthesize it. The reactants are: [OH:1][C:2]1[CH:9]=[C:8](O)[CH:7]=[CH:6][C:3]=1[CH:4]=O.[F:11][C:12]([F:22])([F:21])[CH2:13]/C=C/C(OCC)=O.C(=O)([O-])[O-:24].[K+].[K+].[C:29]([O:32][CH2:33][CH3:34])(=[O:31])[CH3:30]. (2) Given the product [NH2:1][C:2]1[CH:7]=[CH:6][C:5]([C:8]2([C:14]#[N:15])[CH2:13][CH2:12][CH2:11][CH2:10][CH2:9]2)=[CH:4][C:3]=1[C:21]1[CH2:22][CH2:23][C:18]([CH3:27])([CH3:17])[CH2:19][CH:20]=1, predict the reactants needed to synthesize it. The reactants are: [NH2:1][C:2]1[CH:7]=[CH:6][C:5]([C:8]2([C:14]#[N:15])[CH2:13][CH2:12][CH2:11][CH2:10][CH2:9]2)=[CH:4][C:3]=1Br.[CH3:17][C:18]1([CH3:27])[CH2:23][CH2:22][C:21](B(O)O)=[CH:20][CH2:19]1.C([O-])([O-])=O.[Na+].[Na+]. (3) Given the product [CH2:56]([NH:58][C:59]([C@@H:61]1[C@@H:18]([OH:26])[C@@H:17]([OH:27])[C@H:16]([N:13]2[CH:12]=[N:11][C:10]3[C:14]2=[N:15][C:7]([N:5]2[CH:6]=[C:2]([NH2:1])[N:3]=[CH:4]2)=[N:8][C:9]=3[NH:28][CH2:29][CH:30]([C:37]2[CH:38]=[CH:39][CH:40]=[CH:41][CH:42]=2)[C:37]2[CH:42]=[CH:41][CH:40]=[CH:39][CH:38]=2)[O:62]1)=[O:60])[CH3:55], predict the reactants needed to synthesize it. The reactants are: [NH2:1][C:2]1[N:3]=[CH:4][N:5]([C:7]2[N:15]=[C:14]3[C:10]([N:11]=[CH:12][N:13]3[C@@H:16]3C[C@H](NC(=O)CO)[C@@H:18]([OH:26])[C@H:17]3[OH:27])=[C:9]([NH:28][CH2:29][CH:30]([C:37]3[CH:42]=[CH:41][CH:40]=[CH:39][CH:38]=3)C3C=CC=CC=3)[N:8]=2)[CH:6]=1.ClC1N=C2C(N=CN2[C@@H]2C[C@H:56]([NH:58][C:59]([CH2:61][O:62]C(=O)C)=[O:60])[C@@H:55](O)[C@H]2O)=C(NCC(C2C=CC=CC=2)C2C=CC=CC=2)N=1. (4) Given the product [Cl:17][C:18]1[C:23]([Cl:24])=[CH:22][CH:21]=[CH:20][C:19]=1[CH2:25][CH2:26][N:27]([CH2:35][CH2:36][S:37][CH2:38][CH2:39][CH2:40][NH:2][CH2:3][C@H:4]([OH:5])[C:6]1[C:14]2[S:13][C:12](=[O:15])[NH:11][C:10]=2[C:9]([OH:16])=[CH:8][CH:7]=1)[C:28](=[O:34])[O:29][C:30]([CH3:31])([CH3:32])[CH3:33], predict the reactants needed to synthesize it. The reactants are: Cl.[NH2:2][CH2:3][C@@H:4]([C:6]1[C:14]2[S:13][C:12](=[O:15])[NH:11][C:10]=2[C:9]([OH:16])=[CH:8][CH:7]=1)[OH:5].[Cl:17][C:18]1[C:23]([Cl:24])=[CH:22][CH:21]=[CH:20][C:19]=1[CH2:25][CH2:26][N:27]([CH2:35][CH2:36][S:37][CH2:38][CH2:39][CH:40]=O)[C:28](=[O:34])[O:29][C:30]([CH3:33])([CH3:32])[CH3:31]. (5) Given the product [F:1][C:2]([F:21])([F:20])[C:3]1[CH:8]=[CH:7][C:6]([C:9]2[CH:10]=[C:11]3[C:16](=[CH:17][CH:18]=2)[CH2:15][C:14](=[N:23][OH:24])[CH2:13][CH2:12]3)=[CH:5][CH:4]=1, predict the reactants needed to synthesize it. The reactants are: [F:1][C:2]([F:21])([F:20])[C:3]1[CH:8]=[CH:7][C:6]([C:9]2[CH:10]=[C:11]3[C:16](=[CH:17][CH:18]=2)[CH2:15][C:14](=O)[CH2:13][CH2:12]3)=[CH:5][CH:4]=1.Cl.[NH2:23][OH:24].